Dataset: Full USPTO retrosynthesis dataset with 1.9M reactions from patents (1976-2016). Task: Predict the reactants needed to synthesize the given product. (1) Given the product [NH2:16][CH2:15][C:11]1[N:10]=[C:9]([N:8]([CH2:18][C:19]([O:21][C:22]([CH3:25])([CH3:24])[CH3:23])=[O:20])[C:6]([O:5][C:1]([CH3:4])([CH3:3])[CH3:2])=[O:7])[CH:14]=[CH:13][CH:12]=1, predict the reactants needed to synthesize it. The reactants are: [C:1]([O:5][C:6]([N:8]([CH2:18][C:19]([O:21][C:22]([CH3:25])([CH3:24])[CH3:23])=[O:20])[C:9]1[CH:14]=[CH:13][CH:12]=[C:11]([CH:15]=[N:16]O)[N:10]=1)=[O:7])([CH3:4])([CH3:3])[CH3:2]. (2) Given the product [NH2:13][C:12]1[NH:18][N:17]=[C:8]([NH:7][CH:1]2[CH2:6][CH2:5][CH2:4][CH2:3][CH2:2]2)[C:11]=1[C:14]#[N:15], predict the reactants needed to synthesize it. The reactants are: [CH:1]1([NH:7][C:8](=[C:11]([C:14]#[N:15])[C:12]#[N:13])SC)[CH2:6][CH2:5][CH2:4][CH2:3][CH2:2]1.O.[NH2:17][NH2:18]. (3) The reactants are: [C:1]([N:8]1[CH2:11][CH:10](I)[CH2:9]1)([O:3][C:4]([CH3:7])([CH3:6])[CH3:5])=[O:2].[O:13]1[CH:17]=[CH:16][C:15]([N:18]([CH2:49][C:50]2[CH:55]=[CH:54][C:53]([O:56][CH3:57])=[CH:52][CH:51]=2)[S:19]([C:22]2[CH:23]=[C:24]3[C:29](=[CH:30][CH:31]=2)[N:28]([C:32]2[C:37]([OH:38])=[CH:36][C:35]([C:39]4[CH:44]=[C:43]([F:45])[CH:42]=[C:41]([F:46])[CH:40]=4)=[C:34]([F:47])[CH:33]=2)[C:27](=[O:48])[CH:26]=[CH:25]3)(=[O:21])=[O:20])=[N:14]1.C(=O)([O-])[O-].[Cs+].[Cs+].O. Given the product [F:45][C:43]1[CH:44]=[C:39]([C:35]2[C:34]([F:47])=[CH:33][C:32]([N:28]3[C:29]4[C:24](=[CH:23][C:22]([S:19](=[O:21])(=[O:20])[N:18]([C:15]5[CH:16]=[CH:17][O:13][N:14]=5)[CH2:49][C:50]5[CH:51]=[CH:52][C:53]([O:56][CH3:57])=[CH:54][CH:55]=5)=[CH:31][CH:30]=4)[CH:25]=[CH:26][C:27]3=[O:48])=[C:37]([O:38][CH:10]3[CH2:11][N:8]([C:1]([O:3][C:4]([CH3:7])([CH3:6])[CH3:5])=[O:2])[CH2:9]3)[CH:36]=2)[CH:40]=[C:41]([F:46])[CH:42]=1, predict the reactants needed to synthesize it. (4) Given the product [Cl:16][C:10]1[CH:11]=[C:12]([F:15])[CH:13]=[CH:14][C:9]=1[C:3]1[C:4]([CH3:8])=[N:5][N:6]([CH3:7])[C:2]=1[CH:31]([C:30]1[CH:33]=[CH:34][C:35]([F:37])=[CH:36][C:29]=1[F:28])[OH:32], predict the reactants needed to synthesize it. The reactants are: Br[C:2]1[N:6]([CH3:7])[N:5]=[C:4]([CH3:8])[C:3]=1[C:9]1[CH:14]=[CH:13][C:12]([F:15])=[CH:11][C:10]=1[Cl:16].C1CCCCC1.C([Li])CCC.[F:28][C:29]1[CH:36]=[C:35]([F:37])[CH:34]=[CH:33][C:30]=1[CH:31]=[O:32]. (5) The reactants are: [CH2:1]([C:3]1[C:8]([CH:9]=O)=[CH:7][CH:6]=[CH:5][C:4]=1[C:11]1[N:15]=[C:14]([C:16]2[CH:17]=[CH:18][C:19]([CH2:24][CH:25]([CH3:27])[CH3:26])=[C:20]([CH:23]=2)[C:21]#[N:22])[S:13][N:12]=1)[CH3:2].C([O-])(=O)C.[Na+].[NH:33]1[CH2:38][CH2:37][CH:36]([C:39]([O:41]CC)=[O:40])[CH2:35][CH2:34]1.C(O[BH-](OC(=O)C)OC(=O)C)(=O)C.[Na+]. Given the product [C:21]([C:20]1[CH:23]=[C:16]([C:14]2[S:13][N:12]=[C:11]([C:4]3[C:3]([CH2:1][CH3:2])=[C:8]([CH2:9][N:33]4[CH2:34][CH2:35][CH:36]([C:39]([OH:41])=[O:40])[CH2:37][CH2:38]4)[CH:7]=[CH:6][CH:5]=3)[N:15]=2)[CH:17]=[CH:18][C:19]=1[CH2:24][CH:25]([CH3:27])[CH3:26])#[N:22], predict the reactants needed to synthesize it.